Dataset: Catalyst prediction with 721,799 reactions and 888 catalyst types from USPTO. Task: Predict which catalyst facilitates the given reaction. (1) Reactant: Cl.[Cl:2][C:3]1[CH:19]=[CH:18][C:6]([C:7]([NH:9][C:10]2([C:16]#[N:17])[CH2:15][CH2:14][NH:13][CH2:12][CH2:11]2)=[O:8])=[CH:5][CH:4]=1.C(O)(=[O:22])C.C(N(C(C)C)C(C)C)C.[Cl:33][C:34]1[CH:41]=[CH:40][C:37]([CH:38]=O)=[CH:36][C:35]=1[O:42][CH2:43][CH3:44].C([BH3-])#N.[Na+]. Product: [Cl:2][C:3]1[CH:19]=[CH:18][C:6]([C:7]([NH:9][C:10]2([C:16]([NH2:17])=[O:22])[CH2:11][CH2:12][N:13]([CH2:38][C:37]3[CH:40]=[CH:41][C:34]([Cl:33])=[C:35]([O:42][CH2:43][CH3:44])[CH:36]=3)[CH2:14][CH2:15]2)=[O:8])=[CH:5][CH:4]=1. The catalyst class is: 8. (2) Reactant: [CH3:1][O:2][C:3]1[CH:8]=[CH:7][C:6]([OH:9])=[CH:5][CH:4]=1.[H][H]. Product: [CH3:1][O:2][CH:3]1[CH2:8][CH2:7][CH:6]([OH:9])[CH2:5][CH2:4]1. The catalyst class is: 8. (3) Reactant: [CH:1]1([C:4]([NH:6][CH:7]([CH2:13][SH:14])[C:8]([O:10][CH2:11][CH3:12])=[O:9])=O)[CH2:3][CH2:2]1.CC1C=CC(S(O)(=O)=O)=CC=1. Product: [CH:1]1([C:4]2[S:14][CH:13]=[C:7]([C:8]([O:10][CH2:11][CH3:12])=[O:9])[N:6]=2)[CH2:3][CH2:2]1. The catalyst class is: 11. (4) The catalyst class is: 34. Product: [CH3:1][S:2]([O:18][CH2:17][C:14]1[C:13]([C:19]2[CH:24]=[CH:23][CH:22]=[CH:21][C:20]=2[S:25]([CH3:28])(=[O:27])=[O:26])=[CH:12][C:11]2[C:16](=[C:7]([F:6])[CH:8]=[CH:9][CH:10]=2)[N:15]=1)(=[O:4])=[O:3]. Reactant: [CH3:1][S:2](Cl)(=[O:4])=[O:3].[F:6][C:7]1[CH:8]=[CH:9][CH:10]=[C:11]2[C:16]=1[N:15]=[C:14]([CH2:17][OH:18])[C:13]([C:19]1[CH:24]=[CH:23][CH:22]=[CH:21][C:20]=1[S:25]([CH3:28])(=[O:27])=[O:26])=[CH:12]2.C(N(CC)CC)C.S([O-])([O-])(=O)=O.[Mg+2].